From a dataset of Full USPTO retrosynthesis dataset with 1.9M reactions from patents (1976-2016). Predict the reactants needed to synthesize the given product. (1) Given the product [F:15][C:16]1[CH:24]=[CH:23][C:22]([CH:25]=[O:26])=[CH:21][C:17]=1[C:18]([N:1]1[CH2:5][CH2:4][C@@H:3]([NH:6][C:7]2[N:14]=[CH:13][CH:12]=[CH:11][C:8]=2[C:9]#[N:10])[CH2:2]1)=[O:19], predict the reactants needed to synthesize it. The reactants are: [NH:1]1[CH2:5][CH2:4][C@@H:3]([NH:6][C:7]2[N:14]=[CH:13][CH:12]=[CH:11][C:8]=2[C:9]#[N:10])[CH2:2]1.[F:15][C:16]1[CH:24]=[CH:23][C:22]([CH:25]=[O:26])=[CH:21][C:17]=1[C:18](O)=[O:19].F[P-](F)(F)(F)(F)F.N1(OC(N(C)C)=[N+](C)C)C2C=CC=CC=2N=N1.C(N(CC)C(C)C)(C)C. (2) Given the product [CH3:9][Si:10]([C:11]#[C:12][C:2]1[CH:3]=[CH:4][C:5]([NH2:8])=[N:6][CH:7]=1)([CH3:14])[CH3:13], predict the reactants needed to synthesize it. The reactants are: Br[C:2]1[CH:3]=[CH:4][C:5]([NH2:8])=[N:6][CH:7]=1.[CH3:9][Si:10]([CH3:14])([CH3:13])[C:11]#[CH:12].C1(P(C2C=CC=CC=2)C2C=CC=CC=2)C=CC=CC=1.C(N(CC)CC)C. (3) Given the product [Br:11][C:9]1[CH:10]=[C:5]2[S:4][C:3]([C:12]([O:14][CH3:15])=[O:13])=[C:2]([NH:1][C:21]([O:20][C:17]([CH3:19])([CH3:18])[CH3:16])=[O:22])[C:6]2=[N:7][CH:8]=1, predict the reactants needed to synthesize it. The reactants are: [NH2:1][C:2]1[C:6]2=[N:7][CH:8]=[C:9]([Br:11])[CH:10]=[C:5]2[S:4][C:3]=1[C:12]([O:14][CH3:15])=[O:13].[CH3:16][C:17]([O:20][C:21](O[C:21]([O:20][C:17]([CH3:19])([CH3:18])[CH3:16])=[O:22])=[O:22])([CH3:19])[CH3:18].C1COCC1. (4) Given the product [C:1]1([S:7]([CH2:10][C:11]2[S:12][CH:13]=[C:14]([C:16]3[C:17](=[O:29])[NH:18][C:19]4[C:24]([CH:25]=3)=[CH:23][CH:22]=[C:21]([C:26]([N:40]3[CH2:45][CH2:44][CH2:43][CH2:42][CH2:41]3)=[O:27])[CH:20]=4)[N:15]=2)(=[O:8])=[O:9])[CH:6]=[CH:5][CH:4]=[CH:3][CH:2]=1, predict the reactants needed to synthesize it. The reactants are: [C:1]1([S:7]([CH2:10][C:11]2[S:12][CH:13]=[C:14]([C:16]3[C:17](=[O:29])[NH:18][C:19]4[C:24]([CH:25]=3)=[CH:23][CH:22]=[C:21]([C:26](O)=[O:27])[CH:20]=4)[N:15]=2)(=[O:9])=[O:8])[CH:6]=[CH:5][CH:4]=[CH:3][CH:2]=1.C(Cl)Cl.C(Cl)(=O)C(C)(C)C.[NH:40]1[CH2:45][CH2:44][CH2:43][CH2:42][CH2:41]1. (5) Given the product [F:26][CH:13]([F:12])[O:14][C:15]1[CH:16]=[CH:17][CH:18]=[C:19]2[C:24]=1[N:23]=[C:22]([C:10]1[C:9]3[C:4](=[CH:5][CH:6]=[C:7]([CH3:11])[CH:8]=3)[NH:3][C:2]=1[CH3:1])[CH:21]=[CH:20]2, predict the reactants needed to synthesize it. The reactants are: [CH3:1][C:2]1[NH:3][C:4]2[C:9]([CH:10]=1)=[CH:8][C:7]([CH3:11])=[CH:6][CH:5]=2.[F:12][CH:13]([F:26])[O:14][C:15]1[CH:16]=[CH:17][CH:18]=[C:19]2[C:24]=1[N:23]=[CH:22][CH:21]=[C:20]2Cl. (6) Given the product [CH3:1][O:2][C:3](=[O:30])[NH:4][C@H:5]([C:9]([N:11]1[CH2:15][C@@H:14]([O:16][CH3:17])[CH2:13][C@H:12]1[C:18]1[NH:22][CH:21]=[C:20]([C:23]2[CH:28]=[CH:27][C:26]([B:34]3[O:35][C:36]([CH3:38])([CH3:37])[C:32]([CH3:48])([CH3:31])[O:33]3)=[CH:25][CH:24]=2)[N:19]=1)=[O:10])[CH:6]([CH3:8])[CH3:7], predict the reactants needed to synthesize it. The reactants are: [CH3:1][O:2][C:3](=[O:30])[NH:4][C@H:5]([C:9]([N:11]1[CH2:15][C@@H:14]([O:16][CH3:17])[CH2:13][C@H:12]1[C:18]1[NH:19][C:20]([C:23]2[CH:28]=[CH:27][C:26](Br)=[CH:25][CH:24]=2)=[CH:21][N:22]=1)=[O:10])[CH:6]([CH3:8])[CH3:7].[CH3:31][C:32]1([CH3:48])[C:36]([CH3:38])([CH3:37])[O:35][B:34]([B:34]2[O:35][C:36]([CH3:38])([CH3:37])[C:32]([CH3:48])([CH3:31])[O:33]2)[O:33]1.C([O-])(=O)C.[K+]. (7) Given the product [C:1]([C:5]1[CH:9]=[C:8]([NH:10][C:11]2[CH:20]=[CH:19][C:18]([CH2:21][CH3:22])=[CH:17][C:12]=2[C:13]([OH:15])=[O:14])[N:7]([C:23]2[CH:28]=[CH:27][CH:26]=[CH:25][C:24]=2[CH3:29])[N:6]=1)([CH3:4])([CH3:2])[CH3:3], predict the reactants needed to synthesize it. The reactants are: [C:1]([C:5]1[CH:9]=[C:8]([NH:10][C:11]2[CH:20]=[CH:19][C:18]([CH2:21][CH3:22])=[CH:17][C:12]=2[C:13]([O:15]C)=[O:14])[N:7]([C:23]2[CH:28]=[CH:27][CH:26]=[CH:25][C:24]=2[CH3:29])[N:6]=1)([CH3:4])([CH3:3])[CH3:2].O.[OH-].[Li+].Cl.